From a dataset of Catalyst prediction with 721,799 reactions and 888 catalyst types from USPTO. Predict which catalyst facilitates the given reaction. (1) Reactant: [Cl:1][C:2]1[CH:7]=[CH:6][C:5]([O:8][C:9]2[CH:14]=[CH:13][C:12]([CH:15]([OH:36])[CH:16]([CH2:22][C:23]3[CH:28]=[CH:27][CH:26]=[C:25]([O:29][C:30]([F:35])([F:34])[CH:31]([F:33])[F:32])[CH:24]=3)[C:17]([O:19]CC)=[O:18])=[CH:11][CH:10]=2)=[CH:4][C:3]=1[CH2:37][CH3:38].[OH-].[Na+].Cl. Product: [Cl:1][C:2]1[CH:7]=[CH:6][C:5]([O:8][C:9]2[CH:14]=[CH:13][C:12]([CH:15]([OH:36])[CH:16]([CH2:22][C:23]3[CH:28]=[CH:27][CH:26]=[C:25]([O:29][C:30]([F:35])([F:34])[CH:31]([F:33])[F:32])[CH:24]=3)[C:17]([OH:19])=[O:18])=[CH:11][CH:10]=2)=[CH:4][C:3]=1[CH2:37][CH3:38]. The catalyst class is: 5. (2) Reactant: [OH:1][CH2:2][C:3]1[N:4]=[C:5]2[C:10]([N:11]3[CH2:16][CH2:15][O:14][CH2:13][CH2:12]3)=[CH:9][CH:8]=[N:7][N:6]2[C:17]=1[C:18]1[CH2:23][CH2:22][N:21]([C:24]([O:26][C:27]([CH3:30])([CH3:29])[CH3:28])=[O:25])[CH2:20][CH:19]=1. Product: [OH:1][CH2:2][C:3]1[N:4]=[C:5]2[C:10]([N:11]3[CH2:12][CH2:13][O:14][CH2:15][CH2:16]3)=[CH:9][CH:8]=[N:7][N:6]2[C:17]=1[CH:18]1[CH2:19][CH2:20][N:21]([C:24]([O:26][C:27]([CH3:30])([CH3:29])[CH3:28])=[O:25])[CH2:22][CH2:23]1. The catalyst class is: 19.